This data is from Forward reaction prediction with 1.9M reactions from USPTO patents (1976-2016). The task is: Predict the product of the given reaction. (1) Given the reactants [H-].[Na+].[OH:3][C@H:4]1[CH2:8][N:7]([C:9]([O:11][CH3:12])=[O:10])[C@H:6]([C:13]([OH:15])=[O:14])[CH2:5]1.Br[CH2:17][CH2:18][O:19][CH3:20].O, predict the reaction product. The product is: [CH3:12][O:11][C:9]([N:7]1[CH2:8][C@H:4]([O:3][CH2:17][CH2:18][O:19][CH3:20])[CH2:5][C@H:6]1[C:13]([OH:15])=[O:14])=[O:10]. (2) Given the reactants [CH3:1][C:2]1[C:11]2[C:6](=[CH:7][CH:8]=[C:9]([O:12][CH:13]3[CH2:18][CH2:17][CH2:16][CH2:15][O:14]3)[CH:10]=2)[O:5][CH:4]([C:19]2[CH:28]=[CH:27][C:22]([O:23][CH2:24][CH2:25][OH:26])=[CH:21][CH:20]=2)[C:3]=1[C:29]1[CH:34]=[CH:33][CH:32]=[C:31]([O:35][CH:36]2[CH2:41][CH2:40][CH2:39][CH2:38][O:37]2)[CH:30]=1.C(N(CC)CC)C.[CH3:49][S:50](Cl)(=[O:52])=[O:51].[Cl-].[NH4+], predict the reaction product. The product is: [CH3:49][S:50]([O:26][CH2:25][CH2:24][O:23][C:22]1[CH:27]=[CH:28][C:19]([CH:4]2[C:3]([C:29]3[CH:34]=[CH:33][CH:32]=[C:31]([O:35][CH:36]4[CH2:41][CH2:40][CH2:39][CH2:38][O:37]4)[CH:30]=3)=[C:2]([CH3:1])[C:11]3[C:6](=[CH:7][CH:8]=[C:9]([O:12][CH:13]4[CH2:18][CH2:17][CH2:16][CH2:15][O:14]4)[CH:10]=3)[O:5]2)=[CH:20][CH:21]=1)(=[O:52])=[O:51].